From a dataset of CYP2C19 inhibition data for predicting drug metabolism from PubChem BioAssay. Regression/Classification. Given a drug SMILES string, predict its absorption, distribution, metabolism, or excretion properties. Task type varies by dataset: regression for continuous measurements (e.g., permeability, clearance, half-life) or binary classification for categorical outcomes (e.g., BBB penetration, CYP inhibition). Dataset: cyp2c19_veith. The molecule is CN(C)S(=O)(=O)c1ccc(NC(=O)c2c(F)cccc2Cl)cc1. The result is 1 (inhibitor).